Dataset: Full USPTO retrosynthesis dataset with 1.9M reactions from patents (1976-2016). Task: Predict the reactants needed to synthesize the given product. Given the product [C:36]([O:11][C:10](=[O:12])[CH2:9][CH2:8][C:5]1[CH:4]=[CH:3][C:2]([OH:1])=[CH:7][CH:6]=1)([CH3:39])([CH3:38])[CH3:37], predict the reactants needed to synthesize it. The reactants are: [OH:1][C:2]1[CH:7]=[CH:6][C:5]([CH2:8][CH2:9][C:10]([OH:12])=[O:11])=[CH:4][CH:3]=1.C(N1C=CN=C1)(N1C=CN=C1)=O.C1CCN2C(=NCCC2)CC1.[C:36](O)([CH3:39])([CH3:38])[CH3:37].